From a dataset of NCI-60 drug combinations with 297,098 pairs across 59 cell lines. Regression. Given two drug SMILES strings and cell line genomic features, predict the synergy score measuring deviation from expected non-interaction effect. (1) Drug 1: CS(=O)(=O)C1=CC(=C(C=C1)C(=O)NC2=CC(=C(C=C2)Cl)C3=CC=CC=N3)Cl. Drug 2: B(C(CC(C)C)NC(=O)C(CC1=CC=CC=C1)NC(=O)C2=NC=CN=C2)(O)O. Cell line: NCI-H226. Synergy scores: CSS=9.20, Synergy_ZIP=-0.890, Synergy_Bliss=3.46, Synergy_Loewe=3.64, Synergy_HSA=2.97. (2) Drug 1: CCCCCOC(=O)NC1=NC(=O)N(C=C1F)C2C(C(C(O2)C)O)O. Drug 2: CCN(CC)CCNC(=O)C1=C(NC(=C1C)C=C2C3=C(C=CC(=C3)F)NC2=O)C. Cell line: HCC-2998. Synergy scores: CSS=-0.128, Synergy_ZIP=0.612, Synergy_Bliss=3.43, Synergy_Loewe=0.622, Synergy_HSA=-0.856. (3) Drug 1: CC1C(C(CC(O1)OC2CC(CC3=C2C(=C4C(=C3O)C(=O)C5=C(C4=O)C(=CC=C5)OC)O)(C(=O)C)O)N)O.Cl. Drug 2: CCC1=C2CN3C(=CC4=C(C3=O)COC(=O)C4(CC)O)C2=NC5=C1C=C(C=C5)O. Cell line: NCI-H460. Synergy scores: CSS=27.6, Synergy_ZIP=-12.8, Synergy_Bliss=-10.4, Synergy_Loewe=-15.7, Synergy_HSA=-8.13. (4) Drug 1: CN1CCC(CC1)COC2=C(C=C3C(=C2)N=CN=C3NC4=C(C=C(C=C4)Br)F)OC. Drug 2: CCCS(=O)(=O)NC1=C(C(=C(C=C1)F)C(=O)C2=CNC3=C2C=C(C=N3)C4=CC=C(C=C4)Cl)F. Cell line: U251. Synergy scores: CSS=12.1, Synergy_ZIP=-1.86, Synergy_Bliss=-0.842, Synergy_Loewe=-3.16, Synergy_HSA=-1.95. (5) Drug 1: CC1CCC2CC(C(=CC=CC=CC(CC(C(=O)C(C(C(=CC(C(=O)CC(OC(=O)C3CCCCN3C(=O)C(=O)C1(O2)O)C(C)CC4CCC(C(C4)OC)OCCO)C)C)O)OC)C)C)C)OC. Drug 2: CCN(CC)CCNC(=O)C1=C(NC(=C1C)C=C2C3=C(C=CC(=C3)F)NC2=O)C. Cell line: RXF 393. Synergy scores: CSS=-9.69, Synergy_ZIP=3.56, Synergy_Bliss=0.528, Synergy_Loewe=-4.21, Synergy_HSA=-6.35.